This data is from NCI-60 drug combinations with 297,098 pairs across 59 cell lines. The task is: Regression. Given two drug SMILES strings and cell line genomic features, predict the synergy score measuring deviation from expected non-interaction effect. (1) Drug 1: CC1=CC=C(C=C1)C2=CC(=NN2C3=CC=C(C=C3)S(=O)(=O)N)C(F)(F)F. Drug 2: C(CC(=O)O)C(=O)CN.Cl. Cell line: SNB-75. Synergy scores: CSS=2.19, Synergy_ZIP=0.459, Synergy_Bliss=4.04, Synergy_Loewe=0.224, Synergy_HSA=0.767. (2) Drug 1: C1CN1P(=S)(N2CC2)N3CC3. Drug 2: C1CC(=O)NC(=O)C1N2C(=O)C3=CC=CC=C3C2=O. Cell line: T-47D. Synergy scores: CSS=0.286, Synergy_ZIP=-1.74, Synergy_Bliss=1.30, Synergy_Loewe=-6.92, Synergy_HSA=-1.93.